This data is from Reaction yield outcomes from USPTO patents with 853,638 reactions. The task is: Predict the reaction yield, written as a fraction of the theoretical maximum amount of product (1.0 means a 100% yield; for example, 0.34 means a 34% yield). (1) The reactants are C(OC([N:8]1[CH2:11][CH:10]([C:12]2[C:17]([N:18]3[CH2:22][CH2:21][CH:20]([CH3:23])[CH2:19]3)=[N:16][CH:15]=[CH:14][N:13]=2)[CH2:9]1)=O)(C)(C)C.[ClH:24].CO. No catalyst specified. The product is [ClH:24].[NH:8]1[CH2:11][CH:10]([C:12]2[C:17]([N:18]3[CH2:22][CH2:21][CH:20]([CH3:23])[CH2:19]3)=[N:16][CH:15]=[CH:14][N:13]=2)[CH2:9]1. The yield is 0.990. (2) The reactants are [NH2:1][CH:2]1[CH:6]([C:7]2[CH:12]=[CH:11][CH:10]=[CH:9][CH:8]=2)[CH2:5][N:4]([C:13]([C:15]2[N:16]=[C:17]3[C:22]([C:23]([F:26])([F:25])[F:24])=[CH:21][C:20]([C:27]4[CH:31]=[CH:30][O:29][CH:28]=4)=[CH:19][N:18]3[C:32]=2[Cl:33])=[O:14])[CH2:3]1.C(N(CC)C(C)C)(C)C.[CH3:43][S:44](Cl)(=[O:46])=[O:45]. The catalyst is CN(C=O)C.CCOC(C)=O. The product is [Cl:33][C:32]1[N:18]2[CH:19]=[C:20]([C:27]3[CH:31]=[CH:30][O:29][CH:28]=3)[CH:21]=[C:22]([C:23]([F:25])([F:26])[F:24])[C:17]2=[N:16][C:15]=1[C:13]([N:4]1[CH2:5][CH:6]([C:7]2[CH:12]=[CH:11][CH:10]=[CH:9][CH:8]=2)[CH:2]([NH:1][S:44]([CH3:43])(=[O:46])=[O:45])[CH2:3]1)=[O:14]. The yield is 0.630.